Dataset: Full USPTO retrosynthesis dataset with 1.9M reactions from patents (1976-2016). Task: Predict the reactants needed to synthesize the given product. (1) The reactants are: CS(O)(=O)=O.[NH2:6][CH2:7][C:8]1[CH:9]=[C:10]2[C:14](=[CH:15][CH:16]=1)[C:13](=[O:17])[N:12]([CH:18]1[CH2:23][CH2:22][C:21](=[O:24])[NH:20][C:19]1=[O:25])[CH2:11]2.C(C1NC=CN=1)(C1NC=CN=1)=[O:27].NC1C=CC(Cl)=[N:43][CH:44]=1. Given the product [O:25]=[C:19]1[CH:18]([N:12]2[CH2:11][C:10]3[C:14](=[CH:15][CH:16]=[C:8]([CH2:7][NH:6][C:44]([NH2:43])=[O:27])[CH:9]=3)[C:13]2=[O:17])[CH2:23][CH2:22][C:21](=[O:24])[NH:20]1, predict the reactants needed to synthesize it. (2) Given the product [C:5]([CH:13]([CH2:44][C:43]([CH:38]1[N:37]2[C:41](=[CH:42][C:34]([C:22]3[CH:21]=[C:20]([Cl:19])[CH:25]=[CH:24][C:23]=3[NH:26][C:27]([O:28][C:29]([CH3:32])([CH3:31])[CH3:30])=[O:33])=[CH:35][C:36]2=[O:47])[CH2:40][CH2:39]1)=[O:46])[C:14]([O:16][CH2:17][CH3:18])=[O:15])(=[O:12])[C:6]1[CH:11]=[CH:10][CH:9]=[CH:8][CH:7]=1, predict the reactants needed to synthesize it. The reactants are: [H-].[Na+].[I-].[Na+].[C:5]([CH2:13][C:14]([O:16][CH2:17][CH3:18])=[O:15])(=[O:12])[C:6]1[CH:11]=[CH:10][CH:9]=[CH:8][CH:7]=1.[Cl:19][C:20]1[CH:25]=[CH:24][C:23]([NH:26][C:27](=[O:33])[O:28][C:29]([CH3:32])([CH3:31])[CH3:30])=[C:22]([C:34]2[CH:42]=[C:41]3[N:37]([CH:38]([C:43](=[O:46])[CH2:44]Cl)[CH2:39][CH2:40]3)[C:36](=[O:47])[CH:35]=2)[CH:21]=1.Cl.